Task: Predict the reaction yield, written as a fraction of the theoretical maximum amount of product (1.0 means a 100% yield; for example, 0.34 means a 34% yield).. Dataset: Reaction yield outcomes from USPTO patents with 853,638 reactions (1) The reactants are [F:1][C:2]([F:17])([F:16])[O:3][C:4]1[CH:15]=[CH:14][C:7]([CH:8]=[C:9]([C:12]#[N:13])[C:10]#[N:11])=[CH:6][CH:5]=1.[CH2:18]([OH:20])[CH3:19].C(=O)(OC)O[CH2:23][CH:24]=[CH2:25]. The catalyst is O1CCCC1.C1C=CC([P]([Pd]([P](C2C=CC=CC=2)(C2C=CC=CC=2)C2C=CC=CC=2)([P](C2C=CC=CC=2)(C2C=CC=CC=2)C2C=CC=CC=2)[P](C2C=CC=CC=2)(C2C=CC=CC=2)C2C=CC=CC=2)(C2C=CC=CC=2)C2C=CC=CC=2)=CC=1. The product is [CH2:25]([C:9]([CH:8]([O:20][CH2:18][CH3:19])[C:7]1[CH:6]=[CH:5][C:4]([O:3][C:2]([F:16])([F:17])[F:1])=[CH:15][CH:14]=1)([C:12]#[N:13])[C:10]#[N:11])[CH:24]=[CH2:23]. The yield is 0.990. (2) The reactants are [F:1][CH:2]([F:23])[O:3][C:4]1[CH:5]=[C:6]2[C:11](=[C:12]([F:14])[CH:13]=1)[C:10](=[O:15])[N:9](C(OC(C)(C)C)=O)[CH2:8][CH2:7]2.Cl. No catalyst specified. The product is [F:23][CH:2]([F:1])[O:3][C:4]1[CH:5]=[C:6]2[C:11](=[C:12]([F:14])[CH:13]=1)[C:10](=[O:15])[NH:9][CH2:8][CH2:7]2. The yield is 0.859. (3) The reactants are [CH3:1][O:2][C:3](=[O:26])[C:4]1[CH:9]=[CH:8][C:7]([CH2:10][NH:11][CH:12]=[O:13])=[N:6][C:5]=1[NH:14][C:15]1[CH:20]=[CH:19][C:18]([Si](C)(C)C)=[CH:17][C:16]=1[F:25].[I:27]Cl. The catalyst is C(Cl)Cl. The product is [CH3:1][O:2][C:3](=[O:26])[C:4]1[CH:9]=[CH:8][C:7]([CH2:10][NH:11][CH:12]=[O:13])=[N:6][C:5]=1[NH:14][C:15]1[CH:20]=[CH:19][C:18]([I:27])=[CH:17][C:16]=1[F:25]. The yield is 1.00. (4) The reactants are [Cl:1][C:2]1[C:11]2[C:6](=[CH:7][CH:8]=[CH:9][C:10]=2[O:12][CH:13]2[CH2:18][CH2:17][N:16]([CH3:19])[CH2:15][CH2:14]2)[N:5]=[CH:4][N:3]=1.[NH2:20][C:21]1[CH:22]=[C:23]2[C:27](=[CH:28][CH:29]=1)[NH:26][N:25]=[CH:24]2. No catalyst specified. The product is [ClH:1].[NH:26]1[C:27]2[C:23](=[CH:22][C:21]([NH:20][C:2]3[C:11]4[C:6](=[CH:7][CH:8]=[CH:9][C:10]=4[O:12][CH:13]4[CH2:18][CH2:17][N:16]([CH3:19])[CH2:15][CH2:14]4)[N:5]=[CH:4][N:3]=3)=[CH:29][CH:28]=2)[CH:24]=[N:25]1. The yield is 0.300. (5) The reactants are O=C(Cl)[O:3][C:4](Cl)(Cl)Cl.Cl[C:10]1[CH:15]=[C:14]([F:16])[C:13]([N+:17]([O-:19])=[O:18])=[CH:12][C:11]=1[NH:20][CH2:21][C:22]1[C:23]([NH:32][CH2:33][CH3:34])=[CH:24][C:25]([N:28]([O:30][CH3:31])[CH3:29])=[N:26][CH:27]=1.[CH3:35]CN(CC)CC. No catalyst specified. The product is [CH2:33]([N:32]1[C:23]2[CH:24]=[C:25]([N:28]([O:30][CH3:31])[CH3:29])[N:26]=[CH:27][C:22]=2[CH2:21][N:20]([C:11]2[CH:12]=[C:13]([N+:17]([O-:19])=[O:18])[C:14]([F:16])=[CH:15][C:10]=2[CH3:35])[C:4]1=[O:3])[CH3:34]. The yield is 0.700. (6) The reactants are [CH3:1][O:2][C:3]1[CH:4]=[C:5]2[C:10](=[CH:11][C:12]=1[O:13][CH2:14][CH:15]1[CH2:17][O:16]1)[N:9]=[CH:8][CH:7]=[C:6]2[O:18][C:19]1[C:20]([C:27]2[CH:32]=[CH:31][C:30]([CH3:33])=[CH:29][N:28]=2)=[N:21][C:22]([CH3:26])=[C:23]([CH3:25])[CH:24]=1.FC(F)(F)C(O)=[O:37].[OH-].[Na+].O. The catalyst is C(Cl)Cl. The product is [CH3:1][O:2][C:3]1[CH:4]=[C:5]2[C:10](=[CH:11][C:12]=1[O:13][CH2:14][CH:15]([OH:37])[CH2:17][OH:16])[N:9]=[CH:8][CH:7]=[C:6]2[O:18][C:19]1[C:20]([C:27]2[CH:32]=[CH:31][C:30]([CH3:33])=[CH:29][N:28]=2)=[N:21][C:22]([CH3:26])=[C:23]([CH3:25])[CH:24]=1. The yield is 0.630.